This data is from Forward reaction prediction with 1.9M reactions from USPTO patents (1976-2016). The task is: Predict the product of the given reaction. (1) The product is: [CH2:33]([O:32][C:30]([C:29]1[CH:28]=[C:27]([CH:42]=[CH:41][CH:40]=1)[CH2:26][N:8]1[C:43](=[O:44])[C:10]2([CH2:11][CH2:12][N:13]([C:16]([O:18][C:19]([CH3:22])([CH3:20])[CH3:21])=[O:17])[CH2:14][CH2:15]2)[N:6]([C:5]2[CH:23]=[CH:24][CH:2]=[CH:3][CH:4]=2)[CH2:7]1)=[O:31])[C:34]1[CH:39]=[CH:38][CH:37]=[CH:36][CH:35]=1. Given the reactants Cl[C:2]1[CH:24]=[CH:23][C:5]2[N:6]([CH:10]3[CH2:15][CH2:14][N:13]([C:16]([O:18][C:19]([CH3:22])([CH3:21])[CH3:20])=[O:17])[CH2:12][CH2:11]3)[C:7](=O)[NH:8][C:4]=2[CH:3]=1.Cl[CH2:26][C:27]1[CH:28]=[C:29]([CH:40]=[CH:41][CH:42]=1)[C:30]([O:32][CH2:33][C:34]1[CH:39]=[CH:38][CH:37]=[CH:36][CH:35]=1)=[O:31].[C:43](=O)([O-])[O-:44].[K+].[K+], predict the reaction product. (2) Given the reactants [CH2:1]([O:8][CH2:9][N:10]1[C:15](=[O:16])[C:14]([CH3:17])=[C:13](Br)[N:12]([CH3:19])[C:11]1=[O:20])[C:2]1[CH:7]=[CH:6][CH:5]=[CH:4][CH:3]=1.[CH3:21][O:22][CH2:23][O:24][C:25]1[CH:30]=[CH:29][C:28](B(O)O)=[C:27]([CH3:34])[CH:26]=1.C(=O)([O-])[O-].[K+].[K+], predict the reaction product. The product is: [CH2:1]([O:8][CH2:9][N:10]1[C:15](=[O:16])[C:14]([CH3:17])=[C:13]([C:28]2[CH:29]=[CH:30][C:25]([O:24][CH2:23][O:22][CH3:21])=[CH:26][C:27]=2[CH3:34])[N:12]([CH3:19])[C:11]1=[O:20])[C:2]1[CH:7]=[CH:6][CH:5]=[CH:4][CH:3]=1. (3) Given the reactants C(O[C:4](=[O:13])[CH2:5][C:6]1[CH:11]=[CH:10][C:9](N)=[CH:8][CH:7]=1)C.C(N(CC)CC)C.FC(F)(F)C1C=CC(C2C([C:35]([Cl:37])=[O:36])=CC=CC=2)=CC=1.[ClH:40], predict the reaction product. The product is: [C:6]1([CH:5]([C:4]([Cl:40])=[O:13])[C:35]([Cl:37])=[O:36])[CH:7]=[CH:8][CH:9]=[CH:10][CH:11]=1. (4) Given the reactants C[Mg+].[Br-].[CH3:4]COCC.[O:9]1[CH2:14][CH2:13][CH2:12][CH2:11][CH:10]1[N:15]1[C:23]2[C:18](=[CH:19][C:20]([C:24]#[N:25])=[CH:21][CH:22]=2)[CH:17]=[N:16]1.[BH4-].[Na+].[NH4+].[Cl-], predict the reaction product. The product is: [O:9]1[CH2:14][CH2:13][CH2:12][CH2:11][CH:10]1[N:15]1[C:23]2[C:18](=[CH:19][C:20]([CH:24]([NH2:25])[CH3:4])=[CH:21][CH:22]=2)[CH:17]=[N:16]1. (5) Given the reactants [C:1]([O:10]C)(=O)[C:2]1[C:3](=[CH:5][CH:6]=[CH:7][CH:8]=1)[SH:4].[C:12]([C:14]1[CH:19]=[CH:18][CH:17]=[C:16]([N:20]2[CH2:25][CH2:24][N:23]([C:26]3[CH:31]=[CH:30][CH:29]=[CH:28][CH:27]=3)[CH2:22][CH2:21]2)[N:15]=1)#[N:13].C(N(CC)CC)C, predict the reaction product. The product is: [C:26]1([N:23]2[CH2:24][CH2:25][N:20]([C:16]3[N:15]=[C:14]([C:12]4[S:4][C:3]5[CH:5]=[CH:6][CH:7]=[CH:8][C:2]=5[C:1](=[O:10])[N:13]=4)[CH:19]=[CH:18][CH:17]=3)[CH2:21][CH2:22]2)[CH:27]=[CH:28][CH:29]=[CH:30][CH:31]=1. (6) Given the reactants [CH:1]1([CH2:4][O:5][C:6]2[CH:29]=[CH:28][C:9]3[C:10]([CH2:13][CH2:14][CH:15]4[CH2:20][CH2:19][N:18](C(OC(C)(C)C)=O)[CH2:17][CH2:16]4)=[N:11][O:12][C:8]=3[C:7]=2[CH2:30][OH:31])[CH2:3][CH2:2]1.FC(F)(F)C(O)=O.N, predict the reaction product. The product is: [CH:1]1([CH2:4][O:5][C:6]2[CH:29]=[CH:28][C:9]3[C:10]([CH2:13][CH2:14][CH:15]4[CH2:20][CH2:19][NH:18][CH2:17][CH2:16]4)=[N:11][O:12][C:8]=3[C:7]=2[CH2:30][OH:31])[CH2:3][CH2:2]1. (7) Given the reactants CC(OC([N:8](C(OC(C)(C)C)=O)[N:9]([C:17]1[C:22]([F:23])=[C:21]([NH:24][CH2:25][C:26]([CH3:34])([N:28]2[CH2:33][CH2:32][O:31][CH2:30][CH2:29]2)[CH3:27])[N:20]=[C:19]([Cl:35])[N:18]=1)C(OC(C)(C)C)=O)=O)(C)C.Cl, predict the reaction product. The product is: [Cl:35][C:19]1[NH:20][C:21]([NH:24][CH2:25][C:26]([CH3:34])([N:28]2[CH2:33][CH2:32][O:31][CH2:30][CH2:29]2)[CH3:27])=[C:22]([F:23])[C:17](=[N:9][NH2:8])[N:18]=1. (8) Given the reactants [CH3:1][C:2]1([CH3:13])[O:12][C@H:5]2[CH2:6][O:7][CH:8]([OH:11])[C@H](O)[C@H:4]2[O:3]1.C(=O)([O-])[O-].[Na+].[Na+], predict the reaction product. The product is: [CH3:13][C:2]1([CH3:1])[O:12][C@H:5]2[CH2:6][O:7][CH:8]([OH:11])[C@H:4]2[O:3]1. (9) Given the reactants [C:1]1([C:12]2[CH:17]=[CH:16][CH:15]=[CH:14][CH:13]=2)[CH:6]=[CH:5][C:4]([C:7]2([C:10]#N)[CH2:9][CH2:8]2)=[CH:3][CH:2]=1.[OH-:18].[K+].C(O)C[OH:22].Cl, predict the reaction product. The product is: [C:1]1([C:12]2[CH:17]=[CH:16][CH:15]=[CH:14][CH:13]=2)[CH:6]=[CH:5][C:4]([C:7]2([C:10]([OH:22])=[O:18])[CH2:9][CH2:8]2)=[CH:3][CH:2]=1.